From a dataset of Experimentally validated miRNA-target interactions with 360,000+ pairs, plus equal number of negative samples. Binary Classification. Given a miRNA mature sequence and a target amino acid sequence, predict their likelihood of interaction. (1) The miRNA is hsa-miR-514a-5p with sequence UACUCUGGAGAGUGACAAUCAUG. The protein sequence of the target gene is MSKMKMLPVQLSLNSLNPGIWSDVLWRCPPAPSSQLAELKTQLPPSLPSDPRLWSREDVLVFLRFCVREFDLPKLDFDLFQMNGKALCLLTRADFGHRCPGAGDVLHNVLQMLIIESHMMQWHLPNSPVTPTSRYPLSPHSHPPTPTWPPLNAPPENSPFHSSAHSLAGHHFMAPNSVTLSPPPSVDSQASSPPQAPYQNGGATGAAPGSAGGSAPAAGGATNTSNPTSSSASSTGSNGSQPNIMPMKGISSASSNHSDSEEEYSETSGGVSKMPPAPLSYSTASPPGTPILKDIKPNWT.... Result: 0 (no interaction). (2) The miRNA is hsa-miR-3156-5p with sequence AAAGAUCUGGAAGUGGGAGACA. The protein sequence of the target gene is MAEQDVENDLLDYDEEEEPQAPQESTPAPPKKDIKGSYVSIHSSGFRDFLLKPELLRAIVDCGFEHPSEVQHECIPQAILGMDVLCQAKSGMGKTAVFVLATLQQIEPVNGQVTVLVMCHTRELAFQISKEYERFSKYMPSVKVSVFFGGLSIKKDEEVLKKNCPHVVVGTPGRILALVRNRSFSLKNVKHFVLDECDKMLEQLDMRRDVQEIFRLTPHEKQCMMFSATLSKDIRPVCRKFMQDPMEVFVDDETKLTLHGLQQYYVKLKDSEKNRKLFDLLDVLEFNQVIIFVKSVQRCM.... Result: 0 (no interaction). (3) The miRNA is hsa-miR-6862-3p with sequence CCUCACCCAGCUCUCUGGCCCUCU. The protein sequence of the target gene is MAKDLDELLDEVETKFCRLDPLRLDLGERPKGDGGGGSHSGDRNGAQEKETLRSTETFKKEDDLDSLINEIFEEPDFDRKSFQKFKSKSSSNTCVRAPMQGVSKSCSPVYLSGSAIPCGIGTNTSQRACDRLRCVACDFRIVSYNDYMWDKSCDYLFFRNNMPEFHKLKTKLIEKKGARAYACQCSWRTVEELTDLQTDHQLRWVCGKH. Result: 0 (no interaction). (4) The miRNA is dre-miR-10a-5p with sequence UACCCUGUAGAUCCGAAUUUGU. The protein sequence of the target gene is MNSTTCNSTLTWPASVNNFFIIYSALLLVLGLLLNSVALWVFCYRMHQWTETRIYMTNLAVADLCLLCSLPFVLYSLKYSSSDTPVCQLSQGIYLANRYMSISLVTAIAVDRYVAVRHPLRARELRSPRQAAAVCVALWVIVVTSLVVRWRLGMQEGGFCFSSQTRRNFSTTAFSLLGFYLPLAIVVFCSLQVVTVLSRRPAADVGQAEATQKATHMVWANLAVFVICFLPLHVVLTVQVSLNLNTCAARDTFSRALSITGKLSDTNCCLDAICYYYMAREFQEASKPATSSNTPHKSQD.... Result: 0 (no interaction). (5) The miRNA is hsa-miR-6838-5p with sequence AAGCAGCAGUGGCAAGACUCCU. The protein sequence of the target gene is MDEETRHSLECIQANQIFPRKQLIREDENLQVPFLELHGESTEFVGRAEDAIIALSNYRLHIKFKESLVNVPLQLIESVECRDIFQLHLTCKDCKVIRCQFSTFEQCQEWLKRLNNAIRPPAKIEDLFSFAYHAWCMEVYASEKEQHGDLCRPGEHVTSRFKNEVERMGFDMNNAWRISNINEKYKLCGSYPQELIVPAWITDKELESVSSFRSWKRIPAVIYRHQSNGAVIARCGQPEVSWWGWRNADDEHLVQSVAKACASDSRSSGSKLSTRNTSRDFPNGGDLSDVEFDSSLSNAS.... Result: 1 (interaction). (6) The miRNA is hsa-miR-3945 with sequence AGGGCAUAGGAGAGGGUUGAUAU. The protein sequence of the target gene is MGRKVTVATCALNQWALDFEGNFQRILKSIQIAKGKGARYRLGPELEICGYGCWDHYHESDTLLHSLQVLAALLDSPVTQDIICDVGMPIMHRNVRYNCRVIFLNRKILLIRPKMALANEGNYRELRWFTPWTRSRQTEEYVLPRMLQDLTKQKTVPFGDVVLATQDTCVGSEICEELWTPRSPHIDMGLDGVEIITNASGSHHVLRKAHTRVDLVTMATSKNGGIYLLANQKGCDGDRLYYDGCAMIAMNGSIFAQGTQFSLDDVEVLTATLDLEDVRSYKAEISSRNLEATRVSPYPR.... Result: 0 (no interaction). (7) The protein sequence of the target gene is MNGQLNGFHEAFIEEGTFLFTSESVGEGHPDKICDQISDAVLDAHLQQDPDAKVACETVAKTGMILLAGEITSRAAIDYQKVVREAIKHIGYDDSSKGFDYKTCNVLVALEQQSPDIAQGVHLDRNEEDIGAGDQGLMFGYATDETEECMPLTIVLAHKLNAKLAELRRNGTLPWLRPDSKTQVTVQYMQDRGAVLPIRVHTIVISVQHDEEVCLDEMRDALKEKVIKAVVPAKYLDEDTIYHLQPSGRFVIGGPQGDAGLTGRKIIVDTYGGWGAHGGGAFSGKDYTKVDRSAAYAARW.... Result: 0 (no interaction). The miRNA is hsa-miR-4733-3p with sequence CCACCAGGUCUAGCAUUGGGAU.